This data is from Reaction yield outcomes from USPTO patents with 853,638 reactions. The task is: Predict the reaction yield, written as a fraction of the theoretical maximum amount of product (1.0 means a 100% yield; for example, 0.34 means a 34% yield). The yield is 0.964. The product is [ClH:30].[NH2:21][C@H:20]1[C@H:17]2[C@@H:18]1[O:19][C:15]1[CH:14]=[CH:13][C:12]([O:11][C:9]3[CH:8]=[CH:7][N:6]=[C:5]([C:3]([NH:2][CH3:1])=[O:4])[CH:10]=3)=[CH:29][C:16]=12. The catalyst is CC(=O)OCC. The reactants are [CH3:1][NH:2][C:3]([C:5]1[CH:10]=[C:9]([O:11][C:12]2[CH:13]=[CH:14][C:15]3[O:19][C@@H:18]4[C@@H:20]([NH:21]C(=O)OC(C)(C)C)[C@@H:17]4[C:16]=3[CH:29]=2)[CH:8]=[CH:7][N:6]=1)=[O:4].[ClH:30].CC(=O)OCC.